This data is from Serine/threonine kinase 33 screen with 319,792 compounds. The task is: Binary Classification. Given a drug SMILES string, predict its activity (active/inactive) in a high-throughput screening assay against a specified biological target. (1) The compound is OC1(c2c(N(C1=O)CC(OC)=O)cccc2)CC(=O)c1oc(cc1)C. The result is 0 (inactive). (2) The drug is S(=O)(=O)(N1C(CN(S(=O)(=O)N(C)C)CC1)C)N(C)C. The result is 0 (inactive). (3) The compound is O=C1Nc2c(/C1=C\c1[nH]c(nc1)CC)cccc2. The result is 1 (active). (4) The molecule is S\1C(C(=O)N(C1=N/c1cc(OC)ccc1)Cc1ncccc1)CC(=O)Nc1ccccc1. The result is 0 (inactive).